This data is from Catalyst prediction with 721,799 reactions and 888 catalyst types from USPTO. The task is: Predict which catalyst facilitates the given reaction. (1) The catalyst class is: 21. Reactant: C1C=C(C(C(Cl)Cl)C2C=CC(I)=CC=2)C(Cl)=CC=1.[Br:19][C:20]1[CH:25]=[CH:24][CH:23]=[CH:22][C:21]=1[SH:26].C(=O)([O-])[O-].[K+].[K+].[CH2:33]([O:35][CH:36]([O:39][CH2:40][CH3:41])[CH2:37]Br)[CH3:34]. Product: [Br:19][C:20]1[CH:25]=[CH:24][CH:23]=[CH:22][C:21]=1[S:26][CH2:37][CH:36]([O:39][CH2:40][CH3:41])[O:35][CH2:33][CH3:34]. (2) Reactant: [CH:1]([N:4]1[CH2:9][CH2:8][CH:7]([O:10][C:11]2[CH:12]=[C:13]([CH2:17][NH2:18])[CH:14]=[CH:15][CH:16]=2)[CH2:6][CH2:5]1)([CH3:3])[CH3:2].[Cl:19][C:20]1[CH:25]=[CH:24][C:23]([C:26]2[S:30][C:29]([C:31]([O:33]C)=[O:32])=[C:28](/[N:35]=[CH:36]/N(C)C)[CH:27]=2)=[CH:22][CH:21]=1. Product: [C:31]([OH:33])(=[O:32])[CH3:29].[Cl:19][C:20]1[CH:21]=[CH:22][C:23]([C:26]2[S:30][C:29]3[C:31](=[O:32])[N:18]([CH2:17][C:13]4[CH:14]=[CH:15][CH:16]=[C:11]([O:10][CH:7]5[CH2:8][CH2:9][N:4]([CH:1]([CH3:3])[CH3:2])[CH2:5][CH2:6]5)[CH:12]=4)[CH:36]=[N:35][C:28]=3[CH:27]=2)=[CH:24][CH:25]=1. The catalyst class is: 5. (3) Reactant: [OH:1][NH:2][C:3](=[NH:6])[CH2:4][CH3:5].[H-].[Na+].[Cl:9][C:10]1[CH:34]=[C:33]([N:35]2[CH2:39][CH2:38][CH2:37][CH2:36]2)[CH:32]=[CH:31][C:11]=1[C:12]([N:14]1[C:20]2[CH:21]=[CH:22][CH:23]=[CH:24][C:19]=2[CH2:18][N:17]([CH2:25][C:26](OC)=O)[C:16](=[O:30])[CH2:15]1)=[O:13]. Product: [Cl:9][C:10]1[CH:34]=[C:33]([N:35]2[CH2:39][CH2:38][CH2:37][CH2:36]2)[CH:32]=[CH:31][C:11]=1[C:12]([N:14]1[C:20]2[CH:21]=[CH:22][CH:23]=[CH:24][C:19]=2[CH2:18][N:17]([CH2:25][C:26]2[O:1][N:2]=[C:3]([CH2:4][CH3:5])[N:6]=2)[C:16](=[O:30])[CH2:15]1)=[O:13]. The catalyst class is: 7. (4) Product: [F:50][C:38]([F:37])([F:51])[C:39]1[CH:40]=[C:41]([C:45]([N:47]=[C:48]=[S:49])=[O:46])[CH:42]=[CH:43][CH:44]=1.[CH3:14][O:15][C:16]1[CH:17]=[C:18]2[C:23](=[CH:24][C:25]=1[O:26][CH3:27])[N:22]=[CH:21][CH:20]=[C:19]2[O:28][C:29]1[CH:35]=[CH:34][C:32]([NH:33][C:48]([NH:47][C:45](=[O:46])[C:41]2[CH:42]=[CH:43][CH:44]=[C:39]([C:38]([F:37])([F:51])[F:50])[CH:40]=2)=[S:49])=[CH:31][C:30]=1[F:36]. The catalyst class is: 234. Reactant: FC(F)(F)C1C=C(C(Cl)=O)C=CC=1.[CH3:14][O:15][C:16]1[CH:17]=[C:18]2[C:23](=[CH:24][C:25]=1[O:26][CH3:27])[N:22]=[CH:21][CH:20]=[C:19]2[O:28][C:29]1[CH:35]=[CH:34][C:32]([NH2:33])=[CH:31][C:30]=1[F:36].[F:37][C:38]([F:51])([F:50])[C:39]1[CH:40]=[C:41]([C:45]([N:47]=[C:48]=[S:49])=[O:46])[CH:42]=[CH:43][CH:44]=1. (5) Reactant: [C:1]([C:4]1[CH:9]=[CH:8][N:7]=[C:6]([NH:10][C:11]2[CH:12]=[C:13]3[C:18](=[C:19]([NH:21][C:22]([CH3:25])([CH3:24])[CH3:23])[N:20]=2)[C:17](=[O:26])[N:16]([CH2:27][CH2:28][OH:29])[CH:15]=[CH:14]3)[CH:5]=1)(=O)[CH3:2].Cl.[NH2:31][OH:32].CC([O-])=O.[Na+]. Product: [C:22]([NH:21][C:19]1[N:20]=[C:11]([NH:10][C:6]2[CH:5]=[C:4](/[C:1](=[N:31]/[OH:32])/[CH3:2])[CH:9]=[CH:8][N:7]=2)[CH:12]=[C:13]2[C:18]=1[C:17](=[O:26])[N:16]([CH2:27][CH2:28][OH:29])[CH:15]=[CH:14]2)([CH3:24])([CH3:25])[CH3:23]. The catalyst class is: 5. (6) Reactant: C[O:2][C:3]1[CH:8]=[CH:7][C:6]([C:9]([CH3:13])([CH3:12])[C:10]#[N:11])=[CH:5][CH:4]=1.B(Br)(Br)Br. Product: [OH:2][C:3]1[CH:4]=[CH:5][C:6]([C:9]([CH3:13])([CH3:12])[C:10]#[N:11])=[CH:7][CH:8]=1. The catalyst class is: 4. (7) Reactant: [NH:1]1[C:9]2[C:4](=[CH:5][CH:6]=C[CH:8]=2)[CH:3]=[CH:2]1.[CH3:10]B(O)O.[C:14]([O-:17])([O-])=[O:15].[Cs+].[Cs+].O1[CH2:25][CH2:24]OCC1. Product: [CH3:10][C:5]1[CH:6]=[C:24]([CH3:25])[CH:8]=[C:9]2[C:4]=1[C:3]([C:14]([OH:17])=[O:15])=[CH:2][NH:1]2. The catalyst class is: 587. (8) Reactant: [NH2:1][C:2]1[CH:7]=[CH:6][CH:5]=[CH:4][C:3]=1[NH:8][C:9](=O)[CH2:10][CH2:11][C:12]1[C:13]([O:30][CH3:31])=[C:14]2[C:18](=[C:19]([F:21])[CH:20]=1)[N:17]([CH2:22][CH3:23])[CH:16]=[C:15]2[CH2:24][C:25]([N:27]([CH3:29])[CH3:28])=[O:26].O.C([O-])(O)=O.[Na+]. Product: [NH:8]1[C:3]2[CH:4]=[CH:5][CH:6]=[CH:7][C:2]=2[N:1]=[C:9]1[CH2:10][CH2:11][C:12]1[C:13]([O:30][CH3:31])=[C:14]2[C:18](=[C:19]([F:21])[CH:20]=1)[N:17]([CH2:22][CH3:23])[CH:16]=[C:15]2[CH2:24][C:25]([N:27]([CH3:29])[CH3:28])=[O:26]. The catalyst class is: 15.